Dataset: Catalyst prediction with 721,799 reactions and 888 catalyst types from USPTO. Task: Predict which catalyst facilitates the given reaction. (1) Reactant: [Cl:1][C:2]1[S:6][C:5]([C:7]2([OH:27])[CH2:12][CH2:11][N:10]([CH2:13][C:14]([C:16]3[CH:17]=[C:18]4[C:23](=[CH:24][CH:25]=3)[NH:22][C:21](=[O:26])[CH2:20][CH2:19]4)=[O:15])[CH2:9][CH2:8]2)=[CH:4][CH:3]=1.[BH4-].[Na+]. Product: [Cl:1][C:2]1[S:6][C:5]([C:7]2([OH:27])[CH2:12][CH2:11][N:10]([CH2:13][CH:14]([C:16]3[CH:17]=[C:18]4[C:23](=[CH:24][CH:25]=3)[NH:22][C:21](=[O:26])[CH2:20][CH2:19]4)[OH:15])[CH2:9][CH2:8]2)=[CH:4][CH:3]=1. The catalyst class is: 8. (2) Reactant: [Cl:1][C:2]1[CH:7]=[CH:6][C:5]([N:8]([CH2:40][CH3:41])[C:9]([C@@H:11]2[C:20]3[C:15](=[CH:16][CH:17]=[CH:18][CH:19]=3)[N:14]([C:21]([C:23]3[CH:28]=[CH:27][C:26]([CH2:29][CH2:30][CH2:31][C:32]([CH3:38])([CH3:37])[C:33]([O:35]C)=[O:34])=[CH:25][CH:24]=3)=[O:22])[C@@H:13]([CH3:39])[CH2:12]2)=[O:10])=[CH:4][CH:3]=1.C1COCC1.CO.[OH-].[Na+]. Product: [Cl:1][C:2]1[CH:3]=[CH:4][C:5]([N:8]([CH2:40][CH3:41])[C:9]([CH:11]2[C:20]3[C:15](=[CH:16][CH:17]=[CH:18][CH:19]=3)[N:14]([C:21]([C:23]3[CH:24]=[CH:25][C:26]([CH2:29][CH2:30][CH2:31][C:32]([CH3:37])([CH3:38])[C:33]([OH:35])=[O:34])=[CH:27][CH:28]=3)=[O:22])[CH:13]([CH3:39])[CH2:12]2)=[O:10])=[CH:6][CH:7]=1. The catalyst class is: 6. (3) Reactant: [CH2:1]([OH:10])[CH2:2][O:3][CH2:4][CH2:5][O:6][CH2:7][CH2:8][OH:9].[H-].[Na+].[CH2:13](Br)[C:14]#[CH:15].Cl. Product: [CH2:15]([O:10][CH2:1][CH2:2][O:3][CH2:4][CH2:5][O:6][CH2:7][CH2:8][OH:9])[C:14]#[CH:13]. The catalyst class is: 20. (4) Reactant: [C:1]([C:3]1[CH:8]=[CH:7][C:6]([N:9]2[C:13]([C:14]3[C:15](=[O:33])[N:16]([CH3:32])[C:17](=[O:31])[N:18]([C:21]4[CH:22]=[C:23](CC(O)=O)[CH:24]=[CH:25][CH:26]=4)[C:19]=3[CH3:20])=[CH:12][CH:11]=[N:10]2)=[CH:5][CH:4]=1)#[N:2].[OH:34]N1C2N=CC=CC=2N=N1.C([N:46]([CH:49](C)C)CC)C.[Cl-].[NH4+]. Product: [C:1]([C:3]1[CH:4]=[CH:5][C:6]([N:9]2[C:13]([C:14]3[C:15](=[O:33])[N:16]([CH3:32])[C:17](=[O:31])[N:18]([C:21]4[CH:22]=[C:23]([CH:24]=[CH:25][CH:26]=4)[C:49]([NH2:46])=[O:34])[C:19]=3[CH3:20])=[CH:12][CH:11]=[N:10]2)=[CH:7][CH:8]=1)#[N:2]. The catalyst class is: 42. (5) Reactant: [H-].[Na+].[CH2:3]([CH:5]([C:11]([O:13][CH2:14][CH3:15])=[O:12])[C:6]([O:8][CH2:9][CH3:10])=[O:7])[CH3:4].F[C:17]1[CH:35]=[CH:34][C:33]([N+:36]([O-:38])=[O:37])=[CH:32][C:18]=1[CH2:19][N:20]([CH3:31])[C:21](=[O:30])[O:22][CH2:23][C:24]1[CH:29]=[CH:28][CH:27]=[CH:26][CH:25]=1. Product: [CH2:23]([O:22][C:21]([N:20]([CH2:19][C:18]1[CH:32]=[C:33]([N+:36]([O-:38])=[O:37])[CH:34]=[CH:35][C:17]=1[C:5]([CH2:3][CH3:4])([C:6]([O:8][CH2:9][CH3:10])=[O:7])[C:11]([O:13][CH2:14][CH3:15])=[O:12])[CH3:31])=[O:30])[C:24]1[CH:29]=[CH:28][CH:27]=[CH:26][CH:25]=1. The catalyst class is: 16.